This data is from Catalyst prediction with 721,799 reactions and 888 catalyst types from USPTO. The task is: Predict which catalyst facilitates the given reaction. Reactant: [F:1][C:2]1[CH:7]=[CH:6][CH:5]=[C:4]([F:8])[C:3]=1[C:9]1[O:10][C:11]([NH:16][C:17]2[CH:22]=[CH:21][C:20]([C:23]([N:25]3[CH2:30][CH2:29][O:28][CH2:27][CH2:26]3)=[O:24])=[CH:19][CH:18]=2)=[C:12]([C:14]#[N:15])[N:13]=1.C(=O)(O)[O-:32].[Na+].[OH-].[Na+]. Product: [F:1][C:2]1[CH:7]=[CH:6][CH:5]=[C:4]([F:8])[C:3]=1[C:9]1[O:10][C:11]([NH:16][C:17]2[CH:18]=[CH:19][C:20]([C:23]([N:25]3[CH2:26][CH2:27][O:28][CH2:29][CH2:30]3)=[O:24])=[CH:21][CH:22]=2)=[C:12]([C:14]([NH2:15])=[O:32])[N:13]=1. The catalyst class is: 65.